This data is from Reaction yield outcomes from USPTO patents with 853,638 reactions. The task is: Predict the reaction yield, written as a fraction of the theoretical maximum amount of product (1.0 means a 100% yield; for example, 0.34 means a 34% yield). The reactants are [Cl:1][C:2]1[CH:7]=[CH:6][C:5]([CH3:8])=[CH:4][C:3]=1[OH:9].CI.[C:12]([O-])([O-])=O.[K+].[K+]. The catalyst is CC#N. The product is [Cl:1][C:2]1[CH:7]=[CH:6][C:5]([CH3:8])=[CH:4][C:3]=1[O:9][CH3:12]. The yield is 0.890.